Dataset: Reaction yield outcomes from USPTO patents with 853,638 reactions. Task: Predict the reaction yield, written as a fraction of the theoretical maximum amount of product (1.0 means a 100% yield; for example, 0.34 means a 34% yield). (1) The reactants are [C:1]([C:5]1[CH:13]=[CH:12][C:11]([N+:14]([O-])=O)=[CH:10][C:6]=1[C:7]([O-:9])=[O:8])([CH3:4])([CH3:3])[CH3:2].[CH:17]([O-])=O.[K+]. The catalyst is CCO.O.[Pd]. The product is [C:1]([C:5]1[CH:13]=[CH:12][C:11]([NH2:14])=[CH:10][C:6]=1[C:7]([O:9][CH3:17])=[O:8])([CH3:4])([CH3:3])[CH3:2]. The yield is 0.950. (2) The reactants are Cl[C:2]1[C:11]([N+:12]([O-:14])=[O:13])=[C:10]([NH:15][CH2:16][C:17]([CH3:20])([OH:19])[CH3:18])[C:9]2[C:4](=[CH:5][CH:6]=[CH:7][CH:8]=2)[N:3]=1.[CH3:21][O:22][C:23]1[CH:39]=[CH:38][C:26]([CH2:27][NH:28][CH2:29][C:30]2[CH:35]=[CH:34][C:33]([O:36][CH3:37])=[CH:32][CH:31]=2)=[CH:25][CH:24]=1.C(N(CC)CC)C.CN1C(=O)CCC1. The catalyst is C(Cl)Cl. The product is [CH3:37][O:36][C:33]1[CH:32]=[CH:31][C:30]([CH2:29][N:28]([CH2:27][C:26]2[CH:38]=[CH:39][C:23]([O:22][CH3:21])=[CH:24][CH:25]=2)[C:2]2[C:11]([N+:12]([O-:14])=[O:13])=[C:10]([NH:15][CH2:16][C:17]([CH3:20])([OH:19])[CH3:18])[C:9]3[C:4](=[CH:5][CH:6]=[CH:7][CH:8]=3)[N:3]=2)=[CH:35][CH:34]=1. The yield is 0.820. (3) The reactants are I[C:2]1[CH:27]=[CH:26][C:5]2[NH:6][C:7]([C@@H:9]3[CH2:13][C@H:12]([CH3:14])[CH2:11][N:10]3[C:15]([C@@H:17]([NH:21][C:22](=[O:25])[O:23][CH3:24])[CH:18]([CH3:20])[CH3:19])=[O:16])=[N:8][C:4]=2[CH:3]=1.I[C:29]1[N:30]=[C:31]([C@@H:34]2[CH2:38][C@H:37]([CH3:39])[CH2:36][N:35]2[C:40](=[O:50])[C@@H:41]([NH:45][C:46](=[O:49])[O:47][CH3:48])[CH:42]([CH3:44])[CH3:43])[NH:32][CH:33]=1.B(O)(O)[C:52]1[CH:57]=[CH:56][C:55]([C:58]2[CH:63]=[CH:62][C:61](B(O)O)=[CH:60][CH:59]=2)=[CH:54][CH:53]=1.C(Cl)Cl.C([O-])(O)=O.[Na+]. The catalyst is CC(O)C. The product is [CH3:24][O:23][C:22](=[O:25])[NH:21][C@H:17]([C:15]([N:10]1[CH2:11][C@@H:12]([CH3:14])[CH2:13][C@H:9]1[C:7]1[NH:6][C:5]2[CH:26]=[CH:27][C:2]([C:61]3[CH:62]=[CH:63][C:58]([C:55]4[CH:56]=[CH:57][C:52]([C:29]5[N:30]=[C:31]([C@@H:34]6[CH2:38][C@H:37]([CH3:39])[CH2:36][N:35]6[C:40](=[O:50])[C@@H:41]([NH:45][C:46]([O:47][CH3:48])=[O:49])[CH:42]([CH3:44])[CH3:43])[NH:32][CH:33]=5)=[CH:53][CH:54]=4)=[CH:59][CH:60]=3)=[CH:3][C:4]=2[N:8]=1)=[O:16])[CH:18]([CH3:20])[CH3:19]. The yield is 0.250. (4) The product is [C:1]([O:5][C:6]([NH:8][C@@H:9]1[CH2:14][CH2:13][N:12]([C:15]([O:17][CH2:18][C:19]2[CH:24]=[CH:23][CH:22]=[CH:21][CH:20]=2)=[O:16])[CH2:11][C@H:10]1[O:25][CH3:28])=[O:7])([CH3:4])([CH3:2])[CH3:3]. The reactants are [C:1]([O:5][C:6]([NH:8][C@@H:9]1[CH2:14][CH2:13][N:12]([C:15]([O:17][CH2:18][C:19]2[CH:24]=[CH:23][CH:22]=[CH:21][CH:20]=2)=[O:16])[CH2:11][C@H:10]1[OH:25])=[O:7])([CH3:4])([CH3:3])[CH3:2].[OH-].[Na+].[CH3:28]OS(OC)(=O)=O. The yield is 0.780. The catalyst is C1(C)C=CC=CC=1.[Cl-].C([N+](CC)(CC)CC)C1C=CC=CC=1. (5) The reactants are [CH3:1][C:2]([O:5][C:6]([N:8]1[CH2:13][CH2:12][CH2:11][CH2:10][C@@H:9]1[C:14]([OH:16])=O)=[O:7])([CH3:4])[CH3:3].C([N:19](CC)CC)C.ClC(OC)=O.[NH4+].[OH-]. The catalyst is C1COCC1. The product is [NH2:19][C:14]([C@H:9]1[CH2:10][CH2:11][CH2:12][CH2:13][N:8]1[C:6]([O:5][C:2]([CH3:4])([CH3:3])[CH3:1])=[O:7])=[O:16]. The yield is 0.990. (6) The reactants are [CH2:1]([O:8][C:9]1[CH:18]=[C:17]2[C:12]([C:13](Cl)=[N:14][CH:15]=[N:16]2)=[CH:11][C:10]=1[O:20][CH3:21])[C:2]1[CH:7]=[CH:6][CH:5]=[CH:4][CH:3]=1.[F:22][C:23]1[C:31]([OH:32])=[CH:30][CH:29]=[C:28]2[C:24]=1[CH:25]=[C:26]([CH3:33])[NH:27]2.C(=O)([O-])[O-].[K+].[K+]. The catalyst is CN1C(=O)CCC1. The product is [CH2:1]([O:8][C:9]1[CH:18]=[C:17]2[C:12]([C:13]([O:32][C:31]3[C:23]([F:22])=[C:24]4[C:28](=[CH:29][CH:30]=3)[NH:27][C:26]([CH3:33])=[CH:25]4)=[N:14][CH:15]=[N:16]2)=[CH:11][C:10]=1[O:20][CH3:21])[C:2]1[CH:7]=[CH:6][CH:5]=[CH:4][CH:3]=1. The yield is 0.570. (7) The reactants are [CH2:1]([O:3][C:4]([C:6]1[C:15](=O)[C:14]2[C:9](=[CH:10][CH:11]=[C:12]([O:17][CH3:18])[N:13]=2)[NH:8][CH:7]=1)=[O:5])[CH3:2].P(Cl)(Cl)([Cl:21])=O. No catalyst specified. The product is [CH2:1]([O:3][C:4]([C:6]1[CH:7]=[N:8][C:9]2[C:14]([C:15]=1[Cl:21])=[N:13][C:12]([O:17][CH3:18])=[CH:11][CH:10]=2)=[O:5])[CH3:2]. The yield is 0.620. (8) The reactants are CO[C:3](=[O:25])[C:4]1[CH:9]=[C:8]([CH2:10][CH2:11][CH2:12][O:13]C2CCCCO2)[C:7]([C:20]([F:23])([F:22])[F:21])=[CH:6][C:5]=1[NH2:24].CC[N:28]([CH2:31]C)CC.[CH3:33][S:34]([NH:37]N)(=[O:36])=[O:35].[OH-:39].[Na+].Cl. The catalyst is C1COCC1.CCOC(C)=O. The product is [OH:13][CH2:12][CH2:11][CH2:10][C:8]1[CH:9]=[C:4]2[C:5](=[CH:6][C:7]=1[C:20]([F:21])([F:22])[F:23])[NH:24][C:31](=[O:39])[N:28]([NH:37][S:34]([CH3:33])(=[O:36])=[O:35])[C:3]2=[O:25]. The yield is 0.0900.